Dataset: Reaction yield outcomes from USPTO patents with 853,638 reactions. Task: Predict the reaction yield, written as a fraction of the theoretical maximum amount of product (1.0 means a 100% yield; for example, 0.34 means a 34% yield). The reactants are [NH2:1][CH2:2][CH2:3][CH2:4][OH:5].C([O-])([O-])=O.[Na+].[Na+].[CH:12]1[CH:17]=[CH:16][C:15]([CH2:18][O:19][C:20](Cl)=[O:21])=[CH:14][CH:13]=1.C(Cl)Cl. The catalyst is C1COCC1.O. The product is [OH:5][CH2:4][CH2:3][CH2:2][NH:1][C:20](=[O:21])[O:19][CH2:18][C:15]1[CH:16]=[CH:17][CH:12]=[CH:13][CH:14]=1. The yield is 0.905.